Regression. Given a peptide amino acid sequence and an MHC pseudo amino acid sequence, predict their binding affinity value. This is MHC class II binding data. From a dataset of Peptide-MHC class II binding affinity with 134,281 pairs from IEDB. (1) The peptide sequence is GELQMVDKIDAAFKI. The MHC is DRB1_1501 with pseudo-sequence DRB1_1501. The binding affinity (normalized) is 0.373. (2) The peptide sequence is TQARAAAAAFEQAHA. The MHC is DRB1_0802 with pseudo-sequence DRB1_0802. The binding affinity (normalized) is 0.174.